From a dataset of Peptide-MHC class II binding affinity with 134,281 pairs from IEDB. Regression. Given a peptide amino acid sequence and an MHC pseudo amino acid sequence, predict their binding affinity value. This is MHC class II binding data. (1) The MHC is HLA-DQA10101-DQB10501 with pseudo-sequence HLA-DQA10101-DQB10501. The peptide sequence is AKRMIAISAKVARDI. The binding affinity (normalized) is 0.104. (2) The peptide sequence is AFKVAATAANAAPAC. The MHC is DRB1_0401 with pseudo-sequence DRB1_0401. The binding affinity (normalized) is 0.923. (3) The peptide sequence is MSQIMYNYPAMRAHA. The MHC is HLA-DQA10101-DQB10501 with pseudo-sequence HLA-DQA10101-DQB10501. The binding affinity (normalized) is 0.360. (4) The peptide sequence is INEPTAAGIAYGLDR. The MHC is HLA-DQA10102-DQB10602 with pseudo-sequence HLA-DQA10102-DQB10602. The binding affinity (normalized) is 0.643. (5) The peptide sequence is EAIIRILQQLLFIHF. The MHC is HLA-DPA10301-DPB10402 with pseudo-sequence HLA-DPA10301-DPB10402. The binding affinity (normalized) is 0.360. (6) The binding affinity (normalized) is 0.259. The peptide sequence is ADLGYGPATPAAPAA. The MHC is DRB4_0101 with pseudo-sequence DRB4_0103. (7) The peptide sequence is LLCGIGCAMLHWSLIK. The MHC is DRB3_0301 with pseudo-sequence DRB3_0301. The binding affinity (normalized) is 0.470. (8) The peptide sequence is LKKLVFGYRKPLDNI. The MHC is DRB1_0401 with pseudo-sequence DRB1_0401. The binding affinity (normalized) is 0.177. (9) The MHC is DRB3_0101 with pseudo-sequence DRB3_0101. The binding affinity (normalized) is 0. The peptide sequence is VKVLCPYMPKVIEKMELL. (10) The peptide sequence is ISSMVEAMVSRARID. The MHC is DRB1_0405 with pseudo-sequence DRB1_0405. The binding affinity (normalized) is 0.262.